Predict the product of the given reaction. From a dataset of Forward reaction prediction with 1.9M reactions from USPTO patents (1976-2016). (1) Given the reactants [Cl:1][C:2]1[C:10]([C:11]([C:14]#[N:15])([CH3:13])[CH3:12])=[CH:9][CH:8]=[CH:7][C:3]=1[C:4]([OH:6])=O.C(Cl)(=O)C(Cl)=O.[NH2:22][C:23]1[C:24]([F:46])=[CH:25][C:26]([Cl:45])=[C:27]([CH:44]=1)[O:28][C:29]1[N:34]=[C:33]2[S:35][C:36]([NH:38][C:39]([CH:41]3[CH2:43][CH2:42]3)=[O:40])=[N:37][C:32]2=[CH:31][CH:30]=1.C(=O)([O-])O.[Na+], predict the reaction product. The product is: [Cl:1][C:2]1[C:10]([C:11]([C:14]#[N:15])([CH3:13])[CH3:12])=[CH:9][CH:8]=[CH:7][C:3]=1[C:4]([NH:22][C:23]1[CH:44]=[C:27]([O:28][C:29]2[N:34]=[C:33]3[S:35][C:36]([NH:38][C:39]([CH:41]4[CH2:42][CH2:43]4)=[O:40])=[N:37][C:32]3=[CH:31][CH:30]=2)[C:26]([Cl:45])=[CH:25][C:24]=1[F:46])=[O:6]. (2) Given the reactants [CH3:1][NH:2][CH2:3][CH2:4][NH:5][C:6]([C:8]1[C:13]([NH2:14])=[N:12][C:11]([NH2:15])=[C:10]([Cl:16])[N:9]=1)=[O:7].[C:17]([NH:24][CH2:25][CH2:26][CH2:27][CH2:28]Br)([O:19][C:20]([CH3:23])([CH3:22])[CH3:21])=[O:18].C(=O)([O-])[O-].[Na+].[Na+], predict the reaction product. The product is: [C:20]([O:19][C:17](=[O:18])[NH:24][CH2:25][CH2:26][CH2:27][CH2:28][N:2]([CH2:3][CH2:4][NH:5][C:6]([C:8]1[C:13]([NH2:14])=[N:12][C:11]([NH2:15])=[C:10]([Cl:16])[N:9]=1)=[O:7])[CH3:1])([CH3:23])([CH3:22])[CH3:21]. (3) The product is: [CH3:1][N:2]([CH2:13][C:14]1[N:18]([CH2:19][C@H:20]2[CH2:25][CH2:24][CH2:23][NH:22][CH2:21]2)[C:17]2[CH:33]=[CH:34][CH:35]=[CH:36][C:16]=2[N:15]=1)[C@@H:3]1[C:12]2[N:11]=[CH:10][CH:9]=[CH:8][C:7]=2[CH2:6][CH2:5][CH2:4]1. Given the reactants [CH3:1][N:2]([CH2:13][C:14]1[N:18]([CH2:19][C@H:20]2[CH2:25][CH2:24][CH2:23][N:22](C(OC(C)(C)C)=O)[CH2:21]2)[C:17]2[CH:33]=[CH:34][CH:35]=[CH:36][C:16]=2[N:15]=1)[C@@H:3]1[C:12]2[N:11]=[CH:10][CH:9]=[CH:8][C:7]=2[CH2:6][CH2:5][CH2:4]1, predict the reaction product. (4) Given the reactants [N+:1]([CH2:3][C:4]([O:6]C)=O)#[C-:2].Cl.[F:9][C@@H:10]1[CH2:14][CH2:13][NH:12][CH2:11]1.C(N(CC)CC)C, predict the reaction product. The product is: [F:9][C@@H:10]1[CH2:14][CH2:13][N:12]([C:4](=[O:6])[CH2:3][N+:1]#[C-:2])[CH2:11]1. (5) The product is: [C:43]([C:39]1[CH:38]=[C:37]([O:36][C:35]2[CH:46]=[CH:47][C:32]([NH:31][C:20](=[O:21])[N:11]([C:9](=[O:10])[CH2:8][C:5]3[CH:4]=[CH:3][C:2]([F:1])=[CH:7][CH:6]=3)[CH3:12])=[CH:33][C:34]=2[F:48])[CH:42]=[CH:41][N:40]=1)(=[O:44])[NH2:45]. Given the reactants [F:1][C:2]1[CH:7]=[CH:6][C:5]([CH2:8][C:9]([NH:11][CH3:12])=[O:10])=[CH:4][CH:3]=1.[Li]C.CCOCC.[C:20](Cl)(Cl)=[O:21].C1(C)C=CC=CC=1.[NH2:31][C:32]1[CH:47]=[CH:46][C:35]([O:36][C:37]2[CH:42]=[CH:41][N:40]=[C:39]([C:43]([NH2:45])=[O:44])[CH:38]=2)=[C:34]([F:48])[CH:33]=1.C(OC1C=CC(NC2N=CN=C(OC3C=CC(NC(=O)CC(NC4C=CC(F)=CC=4)=O)=CC=3F)C=2)=CC=1)C1C=CC=CC=1.CCN(C(C)C)C(C)C, predict the reaction product. (6) Given the reactants Br[C:2]1[C:20]([CH3:21])=[CH:19][C:5]([O:6][CH2:7][C@@H:8]2[CH2:13][N:12]([CH3:14])[C:11]3[CH:15]=[CH:16][CH:17]=[CH:18][C:10]=3[O:9]2)=[CH:4][C:3]=1[CH3:22].C([Li])CCC.[C:28](=[O:30])=[O:29], predict the reaction product. The product is: [CH3:22][C:3]1[CH:4]=[C:5]([O:6][CH2:7][C@@H:8]2[CH2:13][N:12]([CH3:14])[C:11]3[CH:15]=[CH:16][CH:17]=[CH:18][C:10]=3[O:9]2)[CH:19]=[C:20]([CH3:21])[C:2]=1[C:28]([OH:30])=[O:29].